Dataset: SARS-CoV-2 main protease (3CLPro) crystallographic fragment screen with 879 compounds. Task: Binary Classification. Given a drug SMILES string, predict its activity (active/inactive) in a high-throughput screening assay against a specified biological target. The compound is COC(=O)C1(c2ccc(C)cc2)CCCNC1. The result is 0 (inactive).